Dataset: Reaction yield outcomes from USPTO patents with 853,638 reactions. Task: Predict the reaction yield, written as a fraction of the theoretical maximum amount of product (1.0 means a 100% yield; for example, 0.34 means a 34% yield). (1) The reactants are [Cl:1][C:2]1[CH:7]=[C:6]([O:8][CH2:9][CH:10]([F:12])[F:11])[CH:5]=[CH:4][C:3]=1[C:13](=O)[CH3:14].[CH3:16][C:17]([S@:20]([NH2:22])=[O:21])([CH3:19])[CH3:18]. No catalyst specified. The product is [Cl:1][C:2]1[CH:7]=[C:6]([O:8][CH2:9][CH:10]([F:12])[F:11])[CH:5]=[CH:4][C:3]=1[CH:13]([NH:22][S@@:20]([C:17]([CH3:19])([CH3:18])[CH3:16])=[O:21])[CH3:14]. The yield is 0.550. (2) The product is [CH2:1]([N:5]1[CH2:10][CH2:9][CH:8]([S:11]([C:13]2[CH:14]=[CH:15][C:16]([CH2:17][NH2:18])=[CH:19][CH:20]=2)=[O:12])[CH2:7][CH2:6]1)[CH:2]([CH3:4])[CH3:3]. The catalyst is CO.[Ni]. The reactants are [CH2:1]([N:5]1[CH2:10][CH2:9][CH:8]([S:11]([C:13]2[CH:20]=[CH:19][C:16]([C:17]#[N:18])=[CH:15][CH:14]=2)=[O:12])[CH2:7][CH2:6]1)[CH:2]([CH3:4])[CH3:3].[H][H]. The yield is 0.590.